Dataset: Tyrosyl-DNA phosphodiesterase HTS with 341,365 compounds. Task: Binary Classification. Given a drug SMILES string, predict its activity (active/inactive) in a high-throughput screening assay against a specified biological target. (1) The molecule is Brc1c(S(=O)(=O)N(CCC=C)Cc2ccccc2)cccc1. The result is 1 (active). (2) The drug is S(=O)(=O)(N(c1ccc(cc1)C(=O)NCCSCc1ccc(cc1)C)C)c1ccccc1. The result is 0 (inactive). (3) The drug is O(CCN(C(C)C)C(C)C)C(c1c(cccc1)C)c1ccccc1. The result is 0 (inactive). (4) The compound is OCCNc1[nH]c(cc(=O)n1)C. The result is 0 (inactive).